From a dataset of Catalyst prediction with 721,799 reactions and 888 catalyst types from USPTO. Predict which catalyst facilitates the given reaction. (1) Reactant: [F:1][C:2]1([F:10])[CH2:7][CH2:6][CH:5]([CH:8]=O)[CH2:4][CH2:3]1.[Br:11][C:12]1[CH:13]=[C:14]2[C:19](=[CH:20][CH:21]=1)[N:18]=[C:17]([OH:22])[C:16](CCC1CCN(C(OC(C)(C)C)=O)CC1)=[C:15]2[OH:38].CC1NC(C)=C(C(OCC)=O)CC=1C(OCC)=O. Product: [Br:11][C:12]1[CH:13]=[C:14]2[C:19](=[CH:20][CH:21]=1)[N:18]=[C:17]([OH:22])[C:16]([CH2:8][CH:5]1[CH2:6][CH2:7][C:2]([F:10])([F:1])[CH2:3][CH2:4]1)=[C:15]2[OH:38]. The catalyst class is: 17. (2) Reactant: [Br:1][C:2]1[CH:3]=[C:4]([C:22]#[N:23])[C:5]([N:8]2[CH2:13][CH2:12][N:11](C(OC(C)(C)C)=O)[CH2:10][C@@H:9]2[CH3:21])=[N:6][CH:7]=1.[ClH:24]. Product: [ClH:24].[Br:1][C:2]1[CH:7]=[N:6][C:5]([N:8]2[CH2:13][CH2:12][NH:11][CH2:10][C@@H:9]2[CH3:21])=[C:4]([CH:3]=1)[C:22]#[N:23]. The catalyst class is: 13.